The task is: Regression. Given a peptide amino acid sequence and an MHC pseudo amino acid sequence, predict their binding affinity value. This is MHC class I binding data.. This data is from Peptide-MHC class I binding affinity with 185,985 pairs from IEDB/IMGT. (1) The peptide sequence is SYMMDDLELI. The MHC is HLA-B51:01 with pseudo-sequence HLA-B51:01. The binding affinity (normalized) is 0.0847. (2) The peptide sequence is LELTDALAL. The binding affinity (normalized) is 0.312. The MHC is HLA-B44:02 with pseudo-sequence HLA-B44:02. (3) The peptide sequence is ITPNNLNKI. The MHC is HLA-A68:01 with pseudo-sequence HLA-A68:01. The binding affinity (normalized) is 0. (4) The peptide sequence is FTGEYLLRL. The MHC is HLA-A80:01 with pseudo-sequence HLA-A80:01. The binding affinity (normalized) is 0.0847.